From a dataset of Catalyst prediction with 721,799 reactions and 888 catalyst types from USPTO. Predict which catalyst facilitates the given reaction. (1) Reactant: [C:1]([NH:8][C:9]([O:11][C:12]([CH3:15])([CH3:14])[CH3:13])=[O:10])([O:3][C:4]([CH3:7])([CH3:6])[CH3:5])=[O:2].[H-].[Na+].Br[CH2:19][C:20]1[CH:27]=[CH:26][C:23]([C:24]#[N:25])=[CH:22][CH:21]=1. Product: [C:24]([C:23]1[CH:26]=[CH:27][C:20]([CH2:19][N:8]([C:1]([O:3][C:4]([CH3:6])([CH3:7])[CH3:5])=[O:2])[C:9]([O:11][C:12]([CH3:15])([CH3:14])[CH3:13])=[O:10])=[CH:21][CH:22]=1)#[N:25]. The catalyst class is: 7. (2) Reactant: [CH3:1][C:2]1[N:7]=[CH:6][C:5]([C:8]([OH:10])=O)=[CH:4][CH:3]=1.C(Cl)CCl.C1C=CC2N(O)N=NC=2C=1.CCN(C(C)C)C(C)C.Cl.[CH3:35][C:36]1[C:44]2[C:43]([N:45]3[CH2:50][CH2:49][CH:48]([NH2:51])[CH2:47][CH2:46]3)=[N:42][CH:41]=[N:40][C:39]=2[NH:38][CH:37]=1. Product: [CH3:1][C:2]1[N:7]=[CH:6][C:5]([C:8]([NH:51][CH:48]2[CH2:47][CH2:46][N:45]([C:43]3[N:42]=[CH:41][NH:40][C:39]4=[N:38][CH:37]=[C:36]([CH3:35])[C:44]=34)[CH2:50][CH2:49]2)=[O:10])=[CH:4][CH:3]=1. The catalyst class is: 2. (3) Reactant: [F:1][CH:2]1[CH2:5][N:4]([C:6]2[N:11]=[C:10]([CH2:12][N:13]3[C@@H:17]([CH3:18])[C@@H:16]([C:19]4[CH:24]=[C:23]([C:25]([F:28])([F:27])[F:26])[CH:22]=[C:21]([F:29])[CH:20]=4)[O:15][C:14]3=[O:30])[C:9]([C:31]3[CH:32]=[C:33]([C:39]4[CH:51]=[CH:50][C:42]([C:43]([O:45]C(C)(C)C)=[O:44])=[CH:41][C:40]=4[CH3:52])[CH:34]=[N:35][C:36]=3[O:37][CH3:38])=[CH:8][N:7]=2)[CH2:3]1.C(O)(C(F)(F)F)=O. Product: [F:1][CH:2]1[CH2:5][N:4]([C:6]2[N:11]=[C:10]([CH2:12][N:13]3[C@@H:17]([CH3:18])[C@@H:16]([C:19]4[CH:24]=[C:23]([C:25]([F:27])([F:26])[F:28])[CH:22]=[C:21]([F:29])[CH:20]=4)[O:15][C:14]3=[O:30])[C:9]([C:31]3[CH:32]=[C:33]([C:39]4[CH:51]=[CH:50][C:42]([C:43]([OH:45])=[O:44])=[CH:41][C:40]=4[CH3:52])[CH:34]=[N:35][C:36]=3[O:37][CH3:38])=[CH:8][N:7]=2)[CH2:3]1. The catalyst class is: 4. (4) Reactant: C[O:2][C:3](=[O:23])[C@H:4]([NH:8][S:9]([C:12]1[CH:22]=[CH:21][C:15]2[N:16]=[C:17]([S:19][CH3:20])[S:18][C:14]=2[CH:13]=1)(=[O:11])=[O:10])[CH:5]([CH3:7])[CH3:6].[Li+].[OH-]. Product: [CH3:6][CH:5]([CH3:7])[C@@H:4]([NH:8][S:9]([C:12]1[CH:22]=[CH:21][C:15]2[N:16]=[C:17]([S:19][CH3:20])[S:18][C:14]=2[CH:13]=1)(=[O:11])=[O:10])[C:3]([OH:23])=[O:2]. The catalyst class is: 20. (5) Reactant: [Cl:1][C:2]1[N:3]=[CH:4][C:5]2[CH:10]=[C:9]([C:11]([OH:13])=O)[N:8]([CH:14]3[CH2:18][CH2:17][CH2:16][CH2:15]3)[C:6]=2[N:7]=1.[CH3:19][N:20](C(ON1N=NC2C=CC=CC1=2)=[N+](C)C)[CH3:21].F[P-](F)(F)(F)(F)F.C(N(C(C)C)CC)(C)C.CNC.C(O)C. Product: [CH3:19][N:20]([CH3:21])[C:11]([C:9]1[N:8]([CH:14]2[CH2:18][CH2:17][CH2:16][CH2:15]2)[C:6]2[N:7]=[C:2]([Cl:1])[N:3]=[CH:4][C:5]=2[CH:10]=1)=[O:13]. The catalyst class is: 42.